Dataset: NCI-60 drug combinations with 297,098 pairs across 59 cell lines. Task: Regression. Given two drug SMILES strings and cell line genomic features, predict the synergy score measuring deviation from expected non-interaction effect. (1) Drug 1: CC1=C2C(C(=O)C3(C(CC4C(C3C(C(C2(C)C)(CC1OC(=O)C(C(C5=CC=CC=C5)NC(=O)OC(C)(C)C)O)O)OC(=O)C6=CC=CC=C6)(CO4)OC(=O)C)OC)C)OC. Drug 2: CS(=O)(=O)CCNCC1=CC=C(O1)C2=CC3=C(C=C2)N=CN=C3NC4=CC(=C(C=C4)OCC5=CC(=CC=C5)F)Cl. Cell line: ACHN. Synergy scores: CSS=39.5, Synergy_ZIP=-0.920, Synergy_Bliss=0.596, Synergy_Loewe=-6.86, Synergy_HSA=3.40. (2) Drug 1: CCCS(=O)(=O)NC1=C(C(=C(C=C1)F)C(=O)C2=CNC3=C2C=C(C=N3)C4=CC=C(C=C4)Cl)F. Drug 2: C1=CC=C(C=C1)NC(=O)CCCCCCC(=O)NO. Cell line: HOP-92. Synergy scores: CSS=13.2, Synergy_ZIP=-2.76, Synergy_Bliss=-3.82, Synergy_Loewe=-9.25, Synergy_HSA=-4.85. (3) Cell line: SN12C. Drug 2: C1CN1C2=NC(=NC(=N2)N3CC3)N4CC4. Synergy scores: CSS=37.5, Synergy_ZIP=1.66, Synergy_Bliss=0.670, Synergy_Loewe=-20.0, Synergy_HSA=-3.59. Drug 1: CC1=C(C=C(C=C1)NC(=O)C2=CC=C(C=C2)CN3CCN(CC3)C)NC4=NC=CC(=N4)C5=CN=CC=C5. (4) Drug 1: CC1OCC2C(O1)C(C(C(O2)OC3C4COC(=O)C4C(C5=CC6=C(C=C35)OCO6)C7=CC(=C(C(=C7)OC)O)OC)O)O. Drug 2: CC(C1=C(C=CC(=C1Cl)F)Cl)OC2=C(N=CC(=C2)C3=CN(N=C3)C4CCNCC4)N. Cell line: UACC62. Synergy scores: CSS=38.3, Synergy_ZIP=-7.06, Synergy_Bliss=3.61, Synergy_Loewe=3.06, Synergy_HSA=4.97.